Dataset: Merck oncology drug combination screen with 23,052 pairs across 39 cell lines. Task: Regression. Given two drug SMILES strings and cell line genomic features, predict the synergy score measuring deviation from expected non-interaction effect. (1) Drug 1: CC1CC2C3CCC4=CC(=O)C=CC4(C)C3(F)C(O)CC2(C)C1(O)C(=O)CO. Drug 2: Cn1cc(-c2cnn3c(N)c(Br)c(C4CCCNC4)nc23)cn1. Cell line: A375. Synergy scores: synergy=16.6. (2) Drug 1: CCC1=CC2CN(C1)Cc1c([nH]c3ccccc13)C(C(=O)OC)(c1cc3c(cc1OC)N(C)C1C(O)(C(=O)OC)C(OC(C)=O)C4(CC)C=CCN5CCC31C54)C2. Drug 2: CC1(c2nc3c(C(N)=O)cccc3[nH]2)CCCN1. Cell line: OV90. Synergy scores: synergy=21.7. (3) Drug 1: COC12C(COC(N)=O)C3=C(C(=O)C(C)=C(N)C3=O)N1CC1NC12. Drug 2: O=C(CCCCCCC(=O)Nc1ccccc1)NO. Cell line: A2780. Synergy scores: synergy=4.52. (4) Drug 1: O=C(NOCC(O)CO)c1ccc(F)c(F)c1Nc1ccc(I)cc1F. Drug 2: CNC(=O)c1cc(Oc2ccc(NC(=O)Nc3ccc(Cl)c(C(F)(F)F)c3)cc2)ccn1. Cell line: MDAMB436. Synergy scores: synergy=7.51.